Dataset: NCI-60 drug combinations with 297,098 pairs across 59 cell lines. Task: Regression. Given two drug SMILES strings and cell line genomic features, predict the synergy score measuring deviation from expected non-interaction effect. Drug 1: CC1=CC2C(CCC3(C2CCC3(C(=O)C)OC(=O)C)C)C4(C1=CC(=O)CC4)C. Drug 2: COC1=NC(=NC2=C1N=CN2C3C(C(C(O3)CO)O)O)N. Cell line: BT-549. Synergy scores: CSS=-0.663, Synergy_ZIP=3.73, Synergy_Bliss=6.25, Synergy_Loewe=-0.0209, Synergy_HSA=-0.0618.